Dataset: Reaction yield outcomes from USPTO patents with 853,638 reactions. Task: Predict the reaction yield, written as a fraction of the theoretical maximum amount of product (1.0 means a 100% yield; for example, 0.34 means a 34% yield). (1) The product is [CH:10]1([C:4]2[CH:3]=[C:2]([N:1]=[C:13]=[S:14])[CH:9]=[CH:8][C:5]=2[C:6]#[N:7])[CH2:11][CH2:12]1. The catalyst is C(Cl)Cl. The reactants are [NH2:1][C:2]1[CH:9]=[CH:8][C:5]([C:6]#[N:7])=[C:4]([CH:10]2[CH2:12][CH2:11]2)[CH:3]=1.[C:13](N1C=CN=C1)(N1C=CN=C1)=[S:14]. The yield is 0.140. (2) The reactants are [C:1]([NH:4][C:5]1[C:14]2[C:9](=[CH:10][CH:11]=[CH:12][CH:13]=2)[C:8]([S:15](Cl)(=[O:17])=[O:16])=[CH:7][CH:6]=1)(=[O:3])[CH3:2].[NH2:19][C:20]1[S:21][CH:22]=[CH:23][N:24]=1. The catalyst is N1C=CC=CC=1. The product is [S:21]1[CH:22]=[CH:23][N:24]=[C:20]1[NH:19][S:15]([C:8]1[C:9]2[C:14](=[CH:13][CH:12]=[CH:11][CH:10]=2)[C:5]([NH:4][C:1](=[O:3])[CH3:2])=[CH:6][CH:7]=1)(=[O:17])=[O:16]. The yield is 0.570. (3) The reactants are [C:1]([NH:5][C:6]([C:8]1[C:16]2[C:11](=[N:12][CH:13]=[C:14]([C:17]3[C:25]4[C:20](=[CH:21][CH:22]=[C:23]([O:26][CH:27]([F:29])[F:28])[CH:24]=4)[N:19]([CH2:30][CH2:31][CH2:32][C:33]([OH:35])=[O:34])[N:18]=3)[N:15]=2)[N:10](COCC[Si](C)(C)C)[CH:9]=1)=[O:7])([CH3:4])([CH3:3])[CH3:2].FC(F)(F)C(O)=O.C(N)CN.Cl. The catalyst is ClCCl.O. The product is [C:1]([NH:5][C:6]([C:8]1[C:16]2[C:11](=[N:12][CH:13]=[C:14]([C:17]3[C:25]4[C:20](=[CH:21][CH:22]=[C:23]([O:26][CH:27]([F:28])[F:29])[CH:24]=4)[N:19]([CH2:30][CH2:31][CH2:32][C:33]([OH:35])=[O:34])[N:18]=3)[N:15]=2)[NH:10][CH:9]=1)=[O:7])([CH3:4])([CH3:2])[CH3:3]. The yield is 0.410. (4) The reactants are C1C=NC2N(O)N=NC=2C=1.[O:11]=[C:12]1[C:16]([C:17]2[CH:22]=[CH:21][C:20]([C:23]([F:26])([F:25])[F:24])=[CH:19][CH:18]=2)=[N:15][C:14]2([CH2:31][CH2:30][CH2:29][CH2:28][CH2:27]2)[N:13]1[CH2:32][C:33]([OH:35])=O.[NH2:36][CH2:37][C:38]1[S:39][CH:40]=[CH:41][CH:42]=1.[N-]=C=O.C(=O)([O-])[O-]. The catalyst is C(Cl)Cl.C1COCC1.CN1C(=O)CCC1.C1COCC1.C(Cl)Cl.C(Cl)CCl. The product is [O:11]=[C:12]1[C:16]([C:17]2[CH:22]=[CH:21][C:20]([C:23]([F:26])([F:25])[F:24])=[CH:19][CH:18]=2)=[N:15][C:14]2([CH2:27][CH2:28][CH2:29][CH2:30][CH2:31]2)[N:13]1[CH2:32][C:33]([NH:36][CH2:37][C:38]1[S:39][CH:40]=[CH:41][CH:42]=1)=[O:35]. The yield is 0.500. (5) The reactants are [OH-].[Na+].Cl.[Cl:4][CH2:5][C:6]1[CH:11]=[CH:10][N:9]=[CH:8][CH:7]=1.ClC1C=C(C=CC=1)C(OO)=[O:17].C(=O)([O-])O.[Na+]. The catalyst is ClCCl.C(Cl)(Cl)Cl.O. The product is [Cl:4][CH2:5][C:6]1[CH:11]=[CH:10][N+:9]([O-:17])=[CH:8][CH:7]=1. The yield is 0.210.